Dataset: Full USPTO retrosynthesis dataset with 1.9M reactions from patents (1976-2016). Task: Predict the reactants needed to synthesize the given product. (1) The reactants are: [F:1][C:2]1[CH:7]=[C:6]([F:8])[CH:5]=[CH:4][C:3]=1[CH2:9][O:10][C:11]1[CH:20]=[CH:19][C:18]([C:21]([N:23]2[CH2:28][CH2:27][O:26][CH2:25][CH2:24]2)=[O:22])=[CH:17][C:12]=1[C:13](OC)=[O:14].[OH-].[Li+].Cl.C(N(C(C)C)CC)(C)C.[F:41][C:42]1[C:47]([NH2:48])=[CH:46][CH:45]=[CH:44][N:43]=1.CN(C(ON1N=NC2C=CC=NC1=2)=[N+](C)C)C.F[P-](F)(F)(F)(F)F. Given the product [F:1][C:2]1[CH:7]=[C:6]([F:8])[CH:5]=[CH:4][C:3]=1[CH2:9][O:10][C:11]1[CH:20]=[CH:19][C:18]([C:21]([N:23]2[CH2:24][CH2:25][O:26][CH2:27][CH2:28]2)=[O:22])=[CH:17][C:12]=1[C:13]([NH:48][C:47]1[C:42]([F:41])=[N:43][CH:44]=[CH:45][CH:46]=1)=[O:14], predict the reactants needed to synthesize it. (2) Given the product [CH:1]1([CH:7]([NH:10][C:11]([C:13]2[CH:14]=[C:15]3[C:19](=[CH:20][CH:21]=2)[NH:18][N:17]=[C:16]3[C:34]2[CH:35]=[CH:36][C:31]([O:30][CH:27]3[CH2:26][CH2:25][N:24]([CH3:23])[CH2:29][CH2:28]3)=[CH:32][CH:33]=2)=[O:12])[CH2:8][CH3:9])[CH2:6][CH2:5][CH2:4][CH2:3][CH2:2]1, predict the reactants needed to synthesize it. The reactants are: [CH:1]1([CH:7]([NH:10][C:11]([C:13]2[CH:14]=[C:15]3[C:19](=[CH:20][CH:21]=2)[NH:18][N:17]=[C:16]3I)=[O:12])[CH2:8][CH3:9])[CH2:6][CH2:5][CH2:4][CH2:3][CH2:2]1.[CH3:23][N:24]1[CH2:29][CH2:28][CH:27]([O:30][C:31]2[CH:36]=[CH:35][C:34](B3OC(C)(C)C(C)(C)O3)=[CH:33][CH:32]=2)[CH2:26][CH2:25]1. (3) Given the product [Br:1][C:2]1[CH:8]=[C:7]2[C:5](=[CH:4][CH:3]=1)[NH:6][C@@H:12]([CH:9]1[CH2:10][CH2:11]1)[C@H:32]([CH3:33])[C@H:31]2[NH:34][C:35](=[O:44])[O:36][CH2:37][C:38]1[CH:39]=[CH:40][CH:41]=[CH:42][CH:43]=1, predict the reactants needed to synthesize it. The reactants are: [Br:1][C:2]1[CH:8]=[CH:7][C:5]([NH2:6])=[CH:4][CH:3]=1.[CH:9]1([CH:12]=O)[CH2:11][CH2:10]1.P(O)(OC1C=CC=CC=1)(OC1C=CC=CC=1)=O.[CH:31](/[NH:34][C:35](=[O:44])[O:36][CH2:37][C:38]1[CH:43]=[CH:42][CH:41]=[CH:40][CH:39]=1)=[CH:32]\[CH3:33]. (4) Given the product [F:1][C:2]1[CH:7]=[CH:6][C:5]([C:8]2([CH2:14][O:15][CH2:16][C:17]3[CH:18]=[C:19]([C:27]([F:28])([F:29])[F:30])[CH:20]=[C:21]4[C:25]=3[N:24]([CH3:26])[N:23]=[CH:22]4)[CH2:13][CH2:12][N:11]([CH3:31])[CH2:10][CH2:9]2)=[CH:4][CH:3]=1, predict the reactants needed to synthesize it. The reactants are: [F:1][C:2]1[CH:7]=[CH:6][C:5]([C:8]2([CH2:14][O:15][CH2:16][C:17]3[CH:18]=[C:19]([C:27]([F:30])([F:29])[F:28])[CH:20]=[C:21]4[C:25]=3[N:24]([CH3:26])[N:23]=[CH:22]4)[CH2:13][CH2:12][NH:11][CH2:10][CH2:9]2)=[CH:4][CH:3]=1.[C:31]([BH3-])#N.[Na+].C=O.C(O)(=O)C. (5) Given the product [N+:47]([C:50]1[C:59]2[CH2:58][CH2:57][CH2:56][CH2:55][C:54]=2[C:53]([N:60]=[C:61]2[N:24]([CH2:22][CH:1]([CH3:6])[CH3:2])[C@H:25]([C@H:26]([O:27][C:28]([CH3:29])([CH3:30])[CH3:31])[CH3:32])[CH2:33][S:62]2)=[CH:52][CH:51]=1)([O-:49])=[O:48], predict the reactants needed to synthesize it. The reactants are: [CH:1]1(NC2CCCCC2)[CH2:6]CCC[CH2:2]1.C(O[C:22]([NH:24][C@H:25]([C:33](O)=O)[C@@H:26]([CH3:32])[O:27][C:28]([CH3:31])([CH3:30])[CH3:29])=O)C1C=CC=CC=1.NC1C2CCCCC=2C=CC=1.[N+:47]([C:50]1[C:59]2[CH2:58][CH2:57][CH2:56][CH2:55][C:54]=2[C:53]([N:60]=[C:61]=[S:62])=[CH:52][CH:51]=1)([O-:49])=[O:48].C(Br)C(C)C. (6) Given the product [Br:26][C:7]1[C:8]([OH:10])=[CH:9][C:2]([Cl:1])=[C:3]([CH:6]=1)[C:4]#[N:5], predict the reactants needed to synthesize it. The reactants are: [Cl:1][C:2]1[CH:9]=[C:8]([OH:10])[CH:7]=[CH:6][C:3]=1[C:4]#[N:5].C(S(O)(=O)=O)(F)(F)F.C1C(=O)N([Br:26])C(=O)C1. (7) The reactants are: [Cl:1][CH2:2][C:3](Cl)=[O:4].[CH3:6][Si:7]([CH3:22])([CH3:21])[O:8][C@H:9]1[CH2:13][NH:12][C@H:11]([C:14]([O:16][Si:17]([CH3:20])([CH3:19])[CH3:18])=[O:15])[CH2:10]1.C(N(C(C)C)CC)(C)C. Given the product [Cl:1][CH2:2][C:3]([N:12]1[CH2:13][C@H:9]([O:8][Si:7]([CH3:21])([CH3:22])[CH3:6])[CH2:10][C@H:11]1[C:14]([O:16][Si:17]([CH3:20])([CH3:19])[CH3:18])=[O:15])=[O:4], predict the reactants needed to synthesize it.